From a dataset of Forward reaction prediction with 1.9M reactions from USPTO patents (1976-2016). Predict the product of the given reaction. (1) The product is: [C:58]1([N:57]([CH2:56][CH2:55][C:53]([O:52][CH2:50][CH3:51])=[O:54])[C:11]([C:9]2[CH:8]=[CH:7][N:6]3[C:2]([CH3:1])=[C:3]([CH2:14][CH2:15][C:16]4[CH:17]=[CH:18][C:19]([C:22]#[N:23])=[CH:20][CH:21]=4)[N:4]=[C:5]3[CH:10]=2)=[O:12])[CH:59]=[CH:60][CH:61]=[CH:62][CH:63]=1. Given the reactants [CH3:1][C:2]1[N:6]2[CH:7]=[CH:8][C:9]([C:11](O)=[O:12])=[CH:10][C:5]2=[N:4][C:3]=1[CH2:14][CH2:15][C:16]1[CH:21]=[CH:20][C:19]([C:22]#[N:23])=[CH:18][CH:17]=1.BrC(C)C(=O)C=CC1C=CC(C#N)=CC=1.NC1C=C(C(OC)=O)C=CN=1.[CH2:50]([O:52][C:53]([CH2:55][CH2:56][NH:57][C:58]1[CH:63]=[CH:62][CH:61]=[CH:60][CH:59]=1)=[O:54])[CH3:51].C(OCC)(=O)C.C(O)C.N, predict the reaction product. (2) Given the reactants [CH2:1]([C:3]([C:22]1[CH:27]=[CH:26][C:25](/[CH:28]=[CH:29]/[C:30]2([OH:35])[CH2:34][CH2:33][CH2:32][CH2:31]2)=[C:24]([CH3:36])[CH:23]=1)([C:6]1[CH:11]=[CH:10][C:9](B2OC(C)(C)C(C)(C)O2)=[C:8]([CH3:21])[CH:7]=1)[CH2:4][CH3:5])[CH3:2].[CH3:37][O:38][C:39](=[O:48])[CH2:40][C:41]1[CH:42]=[N:43][CH:44]=[C:45](Br)[CH:46]=1.P([O-])([O-])([O-])=O.[K+].[K+].[K+], predict the reaction product. The product is: [CH3:37][O:38][C:39](=[O:48])[CH2:40][C:41]1[CH:42]=[N:43][CH:44]=[C:45]([C:9]2[CH:10]=[CH:11][C:6]([C:3]([CH2:4][CH3:5])([C:22]3[CH:27]=[CH:26][C:25](/[CH:28]=[CH:29]/[C:30]4([OH:35])[CH2:31][CH2:32][CH2:33][CH2:34]4)=[C:24]([CH3:36])[CH:23]=3)[CH2:1][CH3:2])=[CH:7][C:8]=2[CH3:21])[CH:46]=1. (3) The product is: [CH3:11][C:9]1[CH:10]=[C:6]2[N:5]=[C:4]([NH2:12])[CH:3]=[C:2]([C:13]3[CH:18]=[CH:17][CH:16]=[CH:15][CH:14]=3)[N:7]2[N:8]=1. Given the reactants Cl[C:2]1[N:7]2[N:8]=[C:9]([CH3:11])[CH:10]=[C:6]2[N:5]=[C:4]([NH2:12])[CH:3]=1.[C:13]1(B(O)O)[CH:18]=[CH:17][CH:16]=[CH:15][CH:14]=1.C([O-])(O)=O.[Na+], predict the reaction product. (4) Given the reactants Cl[C:2]1[CH:3]=[CH:4][C:5]2[C:14]3[CH:13]=[C:12]4[CH2:15][CH2:16][CH2:17][C:18](=[O:19])[C:11]4=[CH:10][C:9]=3[O:8][CH2:7][C:6]=2[CH:20]=1.P([O-])([O-])([O-])=O.[K+].[K+].[K+].C1(P(C2CCCCC2)C2C=CC=CC=2C2C(C(C)C)=CC(C(C)C)=CC=2C(C)C)CCCCC1.[CH3:63][Si:64]([C:67]#[CH:68])([CH3:66])[CH3:65], predict the reaction product. The product is: [CH3:63][Si:64]([C:67]#[C:68][C:2]1[CH:3]=[CH:4][C:5]2[C:14]3[CH:13]=[C:12]4[CH2:15][CH2:16][CH2:17][C:18](=[O:19])[C:11]4=[CH:10][C:9]=3[O:8][CH2:7][C:6]=2[CH:20]=1)([CH3:66])[CH3:65]. (5) Given the reactants [ClH:1].[OH-:2].[Na+:3].[As].[S:5](=[O:9])(=[O:8])([OH:7])[O-:6].[Na+], predict the reaction product. The product is: [Cl:1][O-:2].[Na+:3].[Cl-:1].[S:5]([O-:9])([O-:8])(=[O:7])=[O:6]. (6) Given the reactants [F:1][C:2]([F:19])([CH:8]([O:13]C(=O)C(C)=C)[CH2:9][CH:10](C)C)[C:3]([O:5][CH2:6]C)=[O:4].CO.[C:22](=O)([O-])O.[Na+], predict the reaction product. The product is: [F:19][C:2]([F:1])([CH:8]([OH:13])[CH:9]([CH3:10])[CH3:22])[C:3]([O:5][CH3:6])=[O:4].